This data is from Forward reaction prediction with 1.9M reactions from USPTO patents (1976-2016). The task is: Predict the product of the given reaction. (1) Given the reactants [OH:1][CH2:2][CH2:3][CH:4]1[CH2:8][CH2:7][CH2:6][N:5]1[C:9]([O:11][C:12]([CH3:15])([CH3:14])[CH3:13])=[O:10].C1(P(C2C=CC=CC=2)C2C=CC=CC=2)C=CC=CC=1.N(C(OCC)=O)=NC(OCC)=O.[CH3:47][N:48]1[CH:52]=[CH:51][C:50]([NH:53][C:54]2[C:63]3[C:58](=[CH:59][CH:60]=[C:61]([O:64][C:65]4[N:70]=[CH:69][C:68](O)=[CH:67][CH:66]=4)[CH:62]=3)[N:57]=[CH:56][N:55]=2)=[N:49]1, predict the reaction product. The product is: [CH3:47][N:48]1[CH:52]=[CH:51][C:50]([NH:53][C:54]2[C:63]3[C:58](=[CH:59][CH:60]=[C:61]([O:64][C:65]4[N:70]=[CH:69][C:68]([O:1][CH2:2][CH2:3][CH:4]5[CH2:8][CH2:7][CH2:6][N:5]5[C:9]([O:11][C:12]([CH3:15])([CH3:14])[CH3:13])=[O:10])=[CH:67][CH:66]=4)[CH:62]=3)[N:57]=[CH:56][N:55]=2)=[N:49]1. (2) Given the reactants Br[C:2]1[CH:3]=[CH:4][C:5]([N:8]2[CH2:14][CH2:13][CH2:12][N:11]([C:15]([O:17][CH2:18][C:19]([NH:21][CH3:22])=[O:20])=[O:16])[CH2:10][CH2:9]2)=[N:6][CH:7]=1.[F:23][C:24]([F:36])([F:35])[O:25][C:26]1[CH:31]=[CH:30][C:29](B(O)O)=[CH:28][CH:27]=1.C(=O)([O-])[O-].[Na+].[Na+].C(O)C, predict the reaction product. The product is: [F:23][C:24]([F:35])([F:36])[O:25][C:26]1[CH:31]=[CH:30][C:29]([C:2]2[CH:3]=[CH:4][C:5]([N:8]3[CH2:14][CH2:13][CH2:12][N:11]([C:15]([O:17][CH2:18][C:19]([NH:21][CH3:22])=[O:20])=[O:16])[CH2:10][CH2:9]3)=[N:6][CH:7]=2)=[CH:28][CH:27]=1. (3) The product is: [NH:13]([C:28]([O:30][CH2:31][C:32]1[CH:37]=[CH:36][CH:35]=[CH:34][CH:33]=1)=[O:29])[C@H:14]([C:18]([NH:1][C@H:2]([C:5]([OH:7])=[O:6])[CH2:3][OH:4])=[O:19])[CH:15]([CH3:17])[CH3:16]. Given the reactants [NH2:1][C@H:2]([C:5]([OH:7])=[O:6])[CH2:3][OH:4].C([O-])(O)=O.[Na+].[NH:13]([C:28]([O:30][CH2:31][C:32]1[CH:37]=[CH:36][CH:35]=[CH:34][CH:33]=1)=[O:29])[C@H:14]([C:18](ON1C(=O)CCC1=O)=[O:19])[CH:15]([CH3:17])[CH3:16].Cl.[Na+].[Cl-], predict the reaction product. (4) Given the reactants [NH2:1][C:2]1[N:7]=[CH:6][N:5]=[C:4]([NH:8][C@H:9]([C:11]2[N:16]([C:17]3[CH:22]=[CH:21][CH:20]=[CH:19][CH:18]=3)[C:15](=[O:23])[C:14]3=[C:24]([CH3:27])[CH:25]=[CH:26][N:13]3[N:12]=2)[CH3:10])[C:3]=1Br.[CH3:29][O:30][C:31]1[CH:36]=[C:35]([O:37][CH3:38])[CH:34]=[CH:33][C:32]=1[S:39]([NH:42][C:43]1[CH:48]=[CH:47][CH:46]=[C:45](B2OC(C)(C)C(C)(C)O2)[CH:44]=1)(=[O:41])=[O:40].C(=O)([O-])[O-].[Cs+].[Cs+], predict the reaction product. The product is: [NH2:1][C:2]1[C:3]([C:45]2[CH:44]=[C:43]([NH:42][S:39]([C:32]3[CH:33]=[CH:34][C:35]([O:37][CH3:38])=[CH:36][C:31]=3[O:30][CH3:29])(=[O:41])=[O:40])[CH:48]=[CH:47][CH:46]=2)=[C:4]([NH:8][C@H:9]([C:11]2[N:16]([C:17]3[CH:22]=[CH:21][CH:20]=[CH:19][CH:18]=3)[C:15](=[O:23])[C:14]3=[C:24]([CH3:27])[CH:25]=[CH:26][N:13]3[N:12]=2)[CH3:10])[N:5]=[CH:6][N:7]=1. (5) Given the reactants Cl[C:2]1[N:7]=[C:6]([NH:8][C:9]2[CH:10]=[C:11]([CH:16]=[CH:17][CH:18]=2)[O:12][CH2:13][C:14]#[N:15])[C:5]([Cl:19])=[CH:4][N:3]=1.[CH2:20]([N:22]1[CH2:28][CH2:27][C:26]2[CH:29]=[C:30]([NH2:33])[CH:31]=[CH:32][C:25]=2[CH2:24][CH2:23]1)[CH3:21], predict the reaction product. The product is: [Cl:19][C:5]1[C:6]([NH:8][C:9]2[CH:10]=[C:11]([CH:16]=[CH:17][CH:18]=2)[O:12][CH2:13][C:14]#[N:15])=[N:7][C:2]([NH:33][C:30]2[CH:31]=[CH:32][C:25]3[CH2:24][CH2:23][N:22]([CH2:20][CH3:21])[CH2:28][CH2:27][C:26]=3[CH:29]=2)=[N:3][CH:4]=1. (6) Given the reactants [CH2:1]([O:8][C:9](=[O:33])[C@@H:10]([NH:25][C:26]([O:28][C:29]([CH3:32])([CH3:31])[CH3:30])=[O:27])[CH2:11][CH2:12][C:13](=O)[NH:14][C:15]1[CH:20]=[C:19]([CH3:21])[C:18]([CH3:22])=[CH:17][C:16]=1[NH2:23])[C:2]1[CH:7]=[CH:6][CH:5]=[CH:4][CH:3]=1.[C:34]([C:38]1[CH:45]=[CH:44][C:41]([CH:42]=O)=[CH:40][CH:39]=1)([CH3:37])([CH3:36])[CH3:35].C(O[BH-](OC(=O)C)OC(=O)C)(=O)C.[Na+].[OH-].[Na+], predict the reaction product. The product is: [CH2:1]([O:8][C:9](=[O:33])[CH:10]([NH:25][C:26]([O:28][C:29]([CH3:32])([CH3:31])[CH3:30])=[O:27])[CH2:11][CH2:12][C:13]1[N:23]([CH2:42][C:41]2[CH:44]=[CH:45][C:38]([C:34]([CH3:37])([CH3:36])[CH3:35])=[CH:39][CH:40]=2)[C:16]2[CH:17]=[C:18]([CH3:22])[C:19]([CH3:21])=[CH:20][C:15]=2[N:14]=1)[C:2]1[CH:7]=[CH:6][CH:5]=[CH:4][CH:3]=1. (7) Given the reactants [CH2:1]([C:3]1[C:4]([O:25][CH3:26])=[CH:5][C:6]([O:23][CH3:24])=[C:7]([NH:9][C:10]2[CH:15]=[CH:14][C:13]([C:16]([F:19])([F:18])[F:17])=[CH:12][C:11]=2[N+:20]([O-])=O)[CH:8]=1)[CH3:2], predict the reaction product. The product is: [CH2:1]([C:3]1[C:4]([O:25][CH3:26])=[CH:5][C:6]([O:23][CH3:24])=[C:7]([NH:9][C:10]2[C:11]([NH2:20])=[CH:12][C:13]([C:16]([F:17])([F:18])[F:19])=[CH:14][CH:15]=2)[CH:8]=1)[CH3:2]. (8) Given the reactants [CH3:1][O:2][C:3]1[C:4]([NH2:21])=[CH:5][C:6]2[CH2:12][CH2:11][N:10]([CH:13]([CH2:17][O:18][CH3:19])[CH2:14][O:15][CH3:16])[CH2:9][CH2:8][C:7]=2[CH:20]=1.Cl[C:23]1[N:28]=[C:27]([NH:29][C:30]2([CH2:36][C:37]([NH2:39])=[O:38])[CH2:35][CH2:34][CH2:33][CH2:32][CH2:31]2)[C:26]([Cl:40])=[CH:25][N:24]=1, predict the reaction product. The product is: [Cl:40][C:26]1[C:27]([NH:29][C:30]2([CH2:36][C:37]([NH2:39])=[O:38])[CH2:35][CH2:34][CH2:33][CH2:32][CH2:31]2)=[N:28][C:23]([NH:21][C:4]2[C:3]([O:2][CH3:1])=[CH:20][C:7]3[CH2:8][CH2:9][N:10]([CH:13]([CH2:14][O:15][CH3:16])[CH2:17][O:18][CH3:19])[CH2:11][CH2:12][C:6]=3[CH:5]=2)=[N:24][CH:25]=1. (9) Given the reactants [Cl:1][C:2]1[CH:3]=[C:4]([C:9]2[S:10][CH:11]=[C:12]([C:15]([CH3:17])=O)[C:13]=2[OH:14])[CH:5]=[CH:6][C:7]=1[Cl:8].O.[NH2:19][NH2:20], predict the reaction product. The product is: [Cl:1][C:2]1[CH:3]=[C:4]([C:9]2[S:10][CH:11]=[C:12]([C:15](=[N:19][NH2:20])[CH3:17])[C:13]=2[OH:14])[CH:5]=[CH:6][C:7]=1[Cl:8].